This data is from CYP3A4 inhibition data for predicting drug metabolism from PubChem BioAssay. The task is: Regression/Classification. Given a drug SMILES string, predict its absorption, distribution, metabolism, or excretion properties. Task type varies by dataset: regression for continuous measurements (e.g., permeability, clearance, half-life) or binary classification for categorical outcomes (e.g., BBB penetration, CYP inhibition). Dataset: cyp3a4_veith. (1) The molecule is COC(=O)c1ccc(NC(C)=O)o1. The result is 0 (non-inhibitor). (2) The drug is COc1ccccc1NC(=O)COC(=O)c1ccc(S(=O)(=O)NCc2ccco2)cc1. The result is 1 (inhibitor). (3) The molecule is CC(C)CO/N=C1/C[C@@H](O)[C@@H](O)[C@H]2[C@@H]1CC[C@@H]1C(=O)N(C(C)(C)C)C(=O)[C@H]12. The result is 0 (non-inhibitor). (4) The drug is COc1ccc2c(CC(=O)NCC3CCC(C(=O)O)CC3)cc(=O)oc2c1. The result is 0 (non-inhibitor). (5) The compound is O=C(COC(=O)C1CCN(S(=O)(=O)c2cc([N+](=O)[O-])ccc2Cl)CC1)Nc1ncc(Cl)cc1Cl. The result is 1 (inhibitor). (6) The result is 0 (non-inhibitor). The molecule is CC(=O)N1CCC2(CCCN(Cc3ccccc3)C2)CC1. (7) The molecule is N/C(=N\c1nc2c(c(=O)[nH]1)CCC2)Nc1cccc2ccccc12. The result is 0 (non-inhibitor).